From a dataset of Full USPTO retrosynthesis dataset with 1.9M reactions from patents (1976-2016). Predict the reactants needed to synthesize the given product. (1) The reactants are: [CH:1]1([S:4](Cl)(=[O:6])=[O:5])[CH2:3][CH2:2]1.[NH2:8][C:9]1[C:14]([NH:15][C:16]2[CH:21]=[CH:20][C:19]([Br:22])=[CH:18][C:17]=2[F:23])=[C:13]([CH3:24])[C:12](=[O:25])[N:11]2[CH2:26][CH2:27][N:28]([CH2:29][C:30]3[CH:35]=[CH:34][CH:33]=[CH:32][CH:31]=3)[C:10]=12.C(OC(=O)C)C. Given the product [CH2:29]([N:28]1[C:10]2=[C:9]([NH:8][S:4]([CH:1]3[CH2:3][CH2:2]3)(=[O:6])=[O:5])[C:14]([NH:15][C:16]3[CH:21]=[CH:20][C:19]([Br:22])=[CH:18][C:17]=3[F:23])=[C:13]([CH3:24])[C:12](=[O:25])[N:11]2[CH2:26][CH2:27]1)[C:30]1[CH:35]=[CH:34][CH:33]=[CH:32][CH:31]=1, predict the reactants needed to synthesize it. (2) Given the product [Br:1][C:2]1[CH:3]=[C:4]([N:12]([CH2:20][CH:21]([F:23])[F:22])[C:13](=[O:19])[O:14][C:15]([CH3:18])([CH3:17])[CH3:16])[C:5]2[N:6]([C:8]([C:33]3[CH:34]=[CH:35][C:30]([C:28](=[O:29])[NH:27][CH:24]4[CH2:26][CH2:25]4)=[C:31]([CH3:39])[CH:32]=3)=[CH:9][N:10]=2)[CH:7]=1, predict the reactants needed to synthesize it. The reactants are: [Br:1][C:2]1[CH:3]=[C:4]([N:12]([CH2:20][CH:21]([F:23])[F:22])[C:13](=[O:19])[O:14][C:15]([CH3:18])([CH3:17])[CH3:16])[C:5]2[N:6]([C:8](I)=[CH:9][N:10]=2)[CH:7]=1.[CH:24]1([NH:27][C:28]([C:30]2[CH:35]=[CH:34][C:33](B(O)O)=[CH:32][C:31]=2[CH3:39])=[O:29])[CH2:26][CH2:25]1.C(=O)([O-])[O-].[K+].[K+]. (3) Given the product [Cl:1][C:2]1[CH:3]=[C:4]([NH:17][C:18]2[C:19]3[C:26]4[CH:27]=[CH:28][C:29](/[CH:31]=[CH:32]/[CH2:33][OH:34])=[CH:30][C:25]=4[S:24][C:20]=3[N:21]=[CH:22][N:23]=2)[CH:5]=[CH:6][C:7]=1[O:8][CH2:9][C:10]1[CH:15]=[CH:14][CH:13]=[C:12]([F:16])[CH:11]=1, predict the reactants needed to synthesize it. The reactants are: [Cl:1][C:2]1[CH:3]=[C:4]([NH:17][C:18]2[C:19]3[C:26]4[CH:27]=[CH:28][C:29](/[CH:31]=[CH:32]/[C:33](OC)=[O:34])=[CH:30][C:25]=4[S:24][C:20]=3[N:21]=[CH:22][N:23]=2)[CH:5]=[CH:6][C:7]=1[O:8][CH2:9][C:10]1[CH:15]=[CH:14][CH:13]=[C:12]([F:16])[CH:11]=1.[H-].C([Al+]CC(C)C)C(C)C.[C@H](O)(C([O-])=O)[C@@H](O)C([O-])=O.[Na+].[K+].CCOC(C)=O. (4) Given the product [CH2:11]([O:18][C:19]1[CH:20]=[CH:21][C:22]([O:25][C:2]2[CH:7]=[CH:6][N:5]=[C:4]3[NH:8][CH:9]=[CH:10][C:3]=23)=[CH:23][CH:24]=1)[C:12]1[CH:13]=[CH:14][CH:15]=[CH:16][CH:17]=1, predict the reactants needed to synthesize it. The reactants are: Cl[C:2]1[CH:7]=[CH:6][N:5]=[C:4]2[NH:8][CH:9]=[CH:10][C:3]=12.[CH2:11]([O:18][C:19]1[CH:24]=[CH:23][C:22]([OH:25])=[CH:21][CH:20]=1)[C:12]1[CH:17]=[CH:16][CH:15]=[CH:14][CH:13]=1.C(O)(C(F)(F)F)=O. (5) Given the product [C:1]([NH:9][C:10]1[S:11][CH2:12][C@@H:13]2[CH2:18][N:17]([C:19]([O:21][CH2:22][C:23]3[CH:24]=[CH:25][CH:26]=[CH:27][CH:28]=3)=[O:20])[CH2:16][C@:14]2([C:29]2[CH:34]=[CH:33][CH:32]=[CH:31][CH:30]=2)[N:15]=1)(=[O:8])[C:2]1[CH:3]=[CH:4][CH:5]=[CH:6][CH:7]=1, predict the reactants needed to synthesize it. The reactants are: [C:1]([NH:9][C:10]1[S:11][CH2:12][CH:13]2[CH2:18][N:17]([C:19]([O:21][CH2:22][C:23]3[CH:28]=[CH:27][CH:26]=[CH:25][CH:24]=3)=[O:20])[CH2:16][C:14]2([C:29]2[CH:34]=[CH:33][CH:32]=[CH:31][CH:30]=2)[N:15]=1)(=[O:8])[C:2]1[CH:7]=[CH:6][CH:5]=[CH:4][CH:3]=1.CO.C(#N)C.CN(C)CC. (6) Given the product [NH:12]1[C:13]2[C:18](=[CH:17][CH:16]=[CH:15][CH:14]=2)[C:10]([C:8](=[O:9])[CH:26]([NH:33][C:34]2[CH:39]=[C:38]([O:40][CH3:41])[N:37]=[CH:36][N:35]=2)[C:27]2[CH:28]=[CH:29][CH:30]=[CH:31][CH:32]=2)=[CH:11]1, predict the reactants needed to synthesize it. The reactants are: C(N(CC)CC)C.[CH:8]([C:10]1[C:18]2[C:13](=[CH:14][CH:15]=[CH:16][CH:17]=2)[N:12](C(OC(C)(C)C)=O)[CH:11]=1)=[O:9].[CH:26](=[N:33][C:34]1[CH:39]=[C:38]([O:40][CH3:41])[N:37]=[CH:36][N:35]=1)[C:27]1[CH:32]=[CH:31][CH:30]=[CH:29][CH:28]=1.